From a dataset of Reaction yield outcomes from USPTO patents with 853,638 reactions. Predict the reaction yield, written as a fraction of the theoretical maximum amount of product (1.0 means a 100% yield; for example, 0.34 means a 34% yield). (1) The reactants are [F:1][C:2]1[CH:9]=[CH:8][CH:7]=[C:6]([F:10])[C:3]=1[CH2:4]Br.[I-].[Na+].[N-:13]=[N+:14]=[N-:15].[Na+]. The catalyst is C(#N)C.C(=O)(O)[O-].[Na+]. The product is [F:1][C:2]1[CH:9]=[CH:8][CH:7]=[C:6]([F:10])[C:3]=1[CH2:4][N:13]=[N+:14]=[N-:15]. The yield is 0.650. (2) The reactants are [C:1]([N:4]1[CH:8]=[C:7]([C:9]([O:11][CH3:12])=[O:10])[CH2:6][C@H:5]1[C:13]([O:15][C:16]([CH3:19])([CH3:18])[CH3:17])=[O:14])(=[O:3])[CH3:2]. The catalyst is [Ni].C(O)(=O)C.CO. The product is [C:1]([N:4]1[CH2:8][C@@H:7]([C:9]([O:11][CH3:12])=[O:10])[CH2:6][C@H:5]1[C:13]([O:15][C:16]([CH3:19])([CH3:18])[CH3:17])=[O:14])(=[O:3])[CH3:2]. The yield is 1.00. (3) The reactants are [Cl:1][C:2]1[CH:7]=[C:6]([N+:8]([O-:10])=[O:9])[CH:5]=[CH:4][C:3]=1[N:11]1[CH2:16][CH2:15][NH:14][CH2:13][CH2:12]1.[CH3:17][C:18]([O:21][C:22](O[C:22]([O:21][C:18]([CH3:20])([CH3:19])[CH3:17])=[O:23])=[O:23])([CH3:20])[CH3:19].CCN(CC)CC. The catalyst is CN(C1C=CN=CC=1)C.C(Cl)Cl. The product is [Cl:1][C:2]1[CH:7]=[C:6]([N+:8]([O-:10])=[O:9])[CH:5]=[CH:4][C:3]=1[N:11]1[CH2:16][CH2:15][N:14]([C:22]([O:21][C:18]([CH3:20])([CH3:19])[CH3:17])=[O:23])[CH2:13][CH2:12]1. The yield is 0.860. (4) The reactants are [CH2:1]([O:3][C:4]1[CH:9]=[C:8]([F:10])[CH:7]=[C:6]([F:11])[CH:5]=1)[CH3:2].CN(C)CCN(C)CCN(C)C.[Li]CCCC.[CH2:29]([O:31][C:32](=[O:35])[CH:33]=[O:34])[CH3:30]. The catalyst is C1COCC1.C1(C)C=CC=CC=1. The product is [CH2:29]([O:31][C:32](=[O:35])[CH:33]([C:7]1[C:6]([F:11])=[CH:5][C:4]([O:3][CH2:1][CH3:2])=[CH:9][C:8]=1[F:10])[OH:34])[CH3:30]. The yield is 0.660.